This data is from Reaction yield outcomes from USPTO patents with 853,638 reactions. The task is: Predict the reaction yield, written as a fraction of the theoretical maximum amount of product (1.0 means a 100% yield; for example, 0.34 means a 34% yield). (1) The reactants are [CH3:1][C:2]1[NH:3][CH:4]2[CH:9]=[CH:8][CH:7]=[CH:6][N:5]2[C:10]=1[C:11]([OH:13])=O.CN(C(ON1N=NC2C=CC=CC1=2)=[N+](C)C)C.F[P-](F)(F)(F)(F)F.[NH:38]1[CH:42]=[CH:41][N:40]=[C:39]1[NH:43][C:44]([C:46]1[C:54]2[NH:53][C:52]([NH2:55])=[N:51][C:50]=2[CH:49]=[CH:48][CH:47]=1)=[O:45]. The catalyst is CN(C=O)C.CCN(C(C)C)C(C)C.[Cl-].[Na+].O. The product is [NH:40]1[CH:41]=[CH:42][N:38]=[C:39]1[NH:43][C:44]([C:46]1[C:54]2[N:53]=[C:52]([NH:55][C:11]([C:10]3[N:5]4[CH:6]=[CH:7][CH:8]=[CH:9][C:4]4=[N:3][C:2]=3[CH3:1])=[O:13])[NH:51][C:50]=2[CH:49]=[CH:48][CH:47]=1)=[O:45]. The yield is 0.170. (2) The reactants are C[O:2][C:3](=[O:39])[CH:4]([NH:31][C:32]([O:34][C:35]([CH3:38])([CH3:37])[CH3:36])=[O:33])[CH2:5][C:6]1[CH:11]=[CH:10][C:9]([C:12]2[CH:17]=[CH:16][C:15]([C:18]3[C:23]4[O:24][C:25]5[CH:30]=[CH:29][CH:28]=[CH:27][C:26]=5[C:22]=4[CH:21]=[CH:20][CH:19]=3)=[CH:14][CH:13]=2)=[CH:8][CH:7]=1.[OH-].[K+].Cl. The catalyst is C1COCC1.CO.C(OCC)(=O)C. The product is [C:35]([O:34][C:32]([NH:31][CH:4]([CH2:5][C:6]1[CH:11]=[CH:10][C:9]([C:12]2[CH:17]=[CH:16][C:15]([C:18]3[C:23]4[O:24][C:25]5[CH:30]=[CH:29][CH:28]=[CH:27][C:26]=5[C:22]=4[CH:21]=[CH:20][CH:19]=3)=[CH:14][CH:13]=2)=[CH:8][CH:7]=1)[C:3]([OH:39])=[O:2])=[O:33])([CH3:38])([CH3:36])[CH3:37]. The yield is 0.670. (3) The reactants are Cl.[NH2:2][C@H:3]([C:21]([N:23]1[CH2:42][CH2:41][CH2:40][C@H:24]1[C:25]([NH:27][C@H:28]([C:30]([O:32][CH2:33][C:34]1[CH:39]=[CH:38][CH:37]=[CH:36][CH:35]=1)=[O:31])[CH3:29])=[O:26])=[O:22])[CH2:4][CH2:5][CH2:6][NH:7][C:8](=[NH:20])[NH:9][S:10]([C:13]1[CH:19]=[CH:18][C:16]([CH3:17])=[CH:15][CH:14]=1)(=[O:12])=[O:11].[NH:43]([C:49]([O:51][C:52]([CH3:55])([CH3:54])[CH3:53])=[O:50])[C@H:44]([C:46](O)=[O:47])[CH3:45].ON1C2C=CC=CC=2N=N1.C1(N=C=NC2CCCCC2)CCCCC1. The catalyst is O1CCCC1.C(Cl)(Cl)Cl.CO. The product is [NH:43]([C:49]([O:51][C:52]([CH3:53])([CH3:55])[CH3:54])=[O:50])[C@H:44]([C:46]([NH:2][C@H:3]([C:21]([N:23]1[CH2:42][CH2:41][CH2:40][C@H:24]1[C:25]([NH:27][C@H:28]([C:30]([O:32][CH2:33][C:34]1[CH:39]=[CH:38][CH:37]=[CH:36][CH:35]=1)=[O:31])[CH3:29])=[O:26])=[O:22])[CH2:4][CH2:5][CH2:6][NH:7][C:8](=[NH:20])[NH:9][S:10]([C:13]1[CH:14]=[CH:15][C:16]([CH3:17])=[CH:18][CH:19]=1)(=[O:11])=[O:12])=[O:47])[CH3:45]. The yield is 0.540. (4) The reactants are [Cl:1][C:2]1[C:3]([F:45])=[C:4]([C@@H:8]2[C@:12]([C:15]3[CH:20]=[CH:19][C:18]([Cl:21])=[CH:17][C:16]=3[F:22])([C:13]#[N:14])[C@H:11]([CH2:23][C:24]([CH3:27])([CH3:26])[CH3:25])[NH:10][C@H:9]2[C:28]([NH:30][C:31]2[CH:39]=[CH:38][C:34]([C:35]([OH:37])=[O:36])=[CH:33][C:32]=2[O:40][C:41](F)(F)F)=[O:29])[CH:5]=[CH:6][CH:7]=1.[CH:46]1([CH:49]=O)[CH2:48][CH2:47]1.[CH3:51]C(O)=O. The catalyst is C(Cl)Cl. The product is [CH3:51][O:37][C:35](=[O:36])[C:34]1[CH:38]=[CH:39][C:31]([N:30]2[C:28](=[O:29])[C@H:9]3[C@H:8]([C:4]4[CH:5]=[CH:6][CH:7]=[C:2]([Cl:1])[C:3]=4[F:45])[C@:12]([C:15]4[CH:20]=[CH:19][C:18]([Cl:21])=[CH:17][C:16]=4[F:22])([C:13]#[N:14])[C@H:11]([CH2:23][C:24]([CH3:25])([CH3:26])[CH3:27])[N:10]3[C@@H:49]2[CH:46]2[CH2:47][CH2:48]2)=[C:32]([O:40][CH3:41])[CH:33]=1. The yield is 0.642. (5) The reactants are Br[C:2]1[C:7]([F:8])=[CH:6][C:5]([Cl:9])=[CH:4][N:3]=1.[C:10]([Cu])#[N:11]. No catalyst specified. The product is [Cl:9][C:5]1[CH:6]=[C:7]([F:8])[C:2]([C:10]#[N:11])=[N:3][CH:4]=1. The yield is 0.670. (6) The reactants are [Li].C1(S([C:11]2([S:15]([C:18]3[CH:23]=[CH:22][CH:21]=[CH:20][CH:19]=3)(=[O:17])=[O:16])[CH2:14][CH2:13][CH2:12]2)(=O)=O)C=CC=CC=1.[Br:24][CH2:25][CH2:26][CH2:27]Br. The catalyst is O1CCCC1. The product is [Br:24][CH2:25][CH2:26][CH2:27][C:11]1([S:15]([C:18]2[CH:19]=[CH:20][CH:21]=[CH:22][CH:23]=2)(=[O:16])=[O:17])[CH2:12][CH2:13][CH2:14]1. The yield is 0.650. (7) The reactants are C1C=CC2N(O)N=NC=2C=1.O.C(N(CC)C(C)C)(C)C.[CH3:21][C@H:22]([NH:26][C:27]([O:29][C:30]([CH3:33])([CH3:32])[CH3:31])=[O:28])[C:23]([OH:25])=O.Cl.CN(C)CCCN=C=NCC.[NH2:46][CH:47]1[N:53]=[C:52]([C:54]2[CH:59]=[CH:58][CH:57]=[CH:56][CH:55]=2)[C:51]2[CH:60]=[CH:61][CH:62]=[CH:63][C:50]=2[N:49]([CH2:64][CH2:65][CH2:66][C:67]([F:70])([F:69])[F:68])[C:48]1=[O:71]. The catalyst is C1COCC1.C(Cl)Cl. The product is [C:30]([O:29][C:27]([NH:26][C@H:22]([C:23]([NH:46][CH:47]1[N:53]=[C:52]([C:54]2[CH:55]=[CH:56][CH:57]=[CH:58][CH:59]=2)[C:51]2[CH:60]=[CH:61][CH:62]=[CH:63][C:50]=2[N:49]([CH2:64][CH2:65][CH2:66][C:67]([F:69])([F:68])[F:70])[C:48]1=[O:71])=[O:25])[CH3:21])=[O:28])([CH3:33])([CH3:32])[CH3:31]. The yield is 0.830. (8) The reactants are [Cl:1][C:2]1[CH:7]=[CH:6][CH:5]=[CH:4][C:3]=1[C:8]1[C:9]([C:31]2[CH:36]=[CH:35][C:34]([Cl:37])=[CH:33][CH:32]=2)=[CH:10][C:11]2[N:12]([C:14]([C:17]([NH:19][CH2:20][C:21]3[CH:26]=[CH:25][C:24]([C:27]([F:30])([F:29])[F:28])=[CH:23][CH:22]=3)=[O:18])=[N:15][N:16]=2)[N:13]=1.[H-].[Na+].I[CH3:41]. The catalyst is CN(C=O)C.CCOC(C)=O. The product is [Cl:1][C:2]1[CH:7]=[CH:6][CH:5]=[CH:4][C:3]=1[C:8]1[C:9]([C:31]2[CH:32]=[CH:33][C:34]([Cl:37])=[CH:35][CH:36]=2)=[CH:10][C:11]2[N:12]([C:14]([C:17]([N:19]([CH3:41])[CH2:20][C:21]3[CH:26]=[CH:25][C:24]([C:27]([F:28])([F:29])[F:30])=[CH:23][CH:22]=3)=[O:18])=[N:15][N:16]=2)[N:13]=1. The yield is 0.660. (9) The reactants are [Cl:1][C:2]1[CH:11]=[C:10]([C:12]([NH:14][CH2:15][C:16]2[CH:24]=[CH:23][CH:22]=[C:21]3[C:17]=2[CH:18]=[N:19][N:20]3[CH:25]2[CH2:30][CH2:29][CH2:28][CH2:27][O:26]2)=[O:13])[CH:9]=[CH:8][C:3]=1[C:4]([O:6]C)=[O:5].[OH-].[Na+]. The catalyst is CO. The product is [Cl:1][C:2]1[CH:11]=[C:10]([C:12]([NH:14][CH2:15][C:16]2[CH:24]=[CH:23][CH:22]=[C:21]3[C:17]=2[CH:18]=[N:19][N:20]3[CH:25]2[CH2:30][CH2:29][CH2:28][CH2:27][O:26]2)=[O:13])[CH:9]=[CH:8][C:3]=1[C:4]([OH:6])=[O:5]. The yield is 0.910. (10) The yield is 0.730. The catalyst is CC(O)=O.O. The reactants are C([O:3][C:4]([C:6]1[C:15](=[O:16])[C:14]2[C:9](=[C:10]([O:18][CH3:19])[C:11]([F:17])=[CH:12][CH:13]=2)[N:8]([CH:20]2[CH2:22][CH2:21]2)[CH:7]=1)=[O:5])C.OS(O)(=O)=O. The product is [CH:20]1([N:8]2[C:9]3[C:14](=[CH:13][CH:12]=[C:11]([F:17])[C:10]=3[O:18][CH3:19])[C:15](=[O:16])[C:6]([C:4]([OH:5])=[O:3])=[CH:7]2)[CH2:21][CH2:22]1.